Dataset: Reaction yield outcomes from USPTO patents with 853,638 reactions. Task: Predict the reaction yield, written as a fraction of the theoretical maximum amount of product (1.0 means a 100% yield; for example, 0.34 means a 34% yield). The catalyst is C1COCC1.O. The yield is 0.319. The product is [Br:1][C:2]1[CH:7]=[CH:6][C:5]([N:8]2[CH:13]=[CH:14][NH:15][C:9]2=[O:10])=[CH:4][CH:3]=1. The reactants are [Br:1][C:2]1[CH:7]=[CH:6][C:5]([N:8]=[C:9]=[O:10])=[CH:4][CH:3]=1.CO[CH:13](OC)[CH2:14][NH2:15].